This data is from Full USPTO retrosynthesis dataset with 1.9M reactions from patents (1976-2016). The task is: Predict the reactants needed to synthesize the given product. Given the product [F:1][C:2]1[C:7]([O:8][CH3:9])=[CH:6][C:5]2=[N:10][S:13][N:11]=[C:4]2[CH:3]=1, predict the reactants needed to synthesize it. The reactants are: [F:1][C:2]1[C:7]([O:8][CH3:9])=[CH:6][C:5]([NH2:10])=[C:4]([NH2:11])[CH:3]=1.O=[S:13](Cl)Cl.